From a dataset of Reaction yield outcomes from USPTO patents with 853,638 reactions. Predict the reaction yield, written as a fraction of the theoretical maximum amount of product (1.0 means a 100% yield; for example, 0.34 means a 34% yield). (1) The reactants are [CH3:1][N:2]1[CH:6]=[CH:5][CH:4]=[N:3]1.CN(C)CCN(C)C.C([Li])CCC.[O:20]1[CH:22]2[CH2:23][CH2:24][CH2:25][CH2:26][CH2:27][CH:21]12. The catalyst is C1COCC1. The product is [CH3:1][N:2]1[C:6]([C@H:22]2[CH2:23][CH2:24][CH2:25][CH2:26][CH2:27][C@@H:21]2[OH:20])=[CH:5][CH:4]=[N:3]1. The yield is 0.130. (2) The reactants are CC1(CO[C:10]2[C:18]3[C:17]4[CH:19]=[C:20]([C:23]#[N:24])[N:21]=[CH:22][C:16]=4[N:15](COCC[Si](C)(C)C)[C:14]=3[N:13]=[CH:12][CH:11]=2)CCCNC1.Br.[OH-:34].[Na+].Cl. The catalyst is O1CCOCC1. The product is [CH3:17][C:18]1([O:34][C:12]2[CH:11]=[CH:10][C:18]3[C:17]4[CH:19]=[C:20]([C:23]#[N:24])[N:21]=[CH:22][C:16]=4[NH:15][C:14]=3[N:13]=2)[CH2:10][CH2:11][CH2:12][NH:13][CH2:14]1. The yield is 0.310. (3) The reactants are Br[C:2]1[CH:7]=[CH:6][CH:5]=[CH:4][N:3]=1.C([Li])CCC.[CH:13]([CH:15]1[CH2:20][CH2:19][N:18]([C:21]([O:23][C:24]([CH3:27])([CH3:26])[CH3:25])=[O:22])[CH2:17][CH2:16]1)=[O:14]. The catalyst is C1COCC1. The product is [OH:14][CH:13]([C:2]1[CH:7]=[CH:6][CH:5]=[CH:4][N:3]=1)[CH:15]1[CH2:20][CH2:19][N:18]([C:21]([O:23][C:24]([CH3:27])([CH3:26])[CH3:25])=[O:22])[CH2:17][CH2:16]1. The yield is 0.334. (4) The reactants are [NH2:1][CH:2]([C:7]1[CH:12]=[CH:11][C:10]([C:13]#[N:14])=[C:9]([F:15])[CH:8]=1)[CH2:3][C:4]([OH:6])=[O:5].S(Cl)(Cl)=O.[CH3:20]O. No catalyst specified. The product is [CH3:20][O:5][C:4](=[O:6])[CH2:3][CH:2]([NH2:1])[C:7]1[CH:12]=[CH:11][C:10]([C:13]#[N:14])=[C:9]([F:15])[CH:8]=1. The yield is 0.470. (5) The reactants are [CH3:1][C:2]1[O:6][C:5]([C:7]2[CH:12]=[CH:11][CH:10]=[CH:9][CH:8]=2)=[N:4][C:3]=1[CH2:13][CH2:14][C:15]([OH:17])=O.C(Cl)(=O)C(Cl)=O.[CH3:24][O:25][C:26](=[O:42])[C:27]([CH3:41])([O:34][C:35]1[CH:40]=[CH:39][CH:38]=[CH:37][CH:36]=1)[CH2:28][C:29]1[S:30][CH:31]=[CH:32][CH:33]=1.Cl[Sn](Cl)(Cl)Cl. The catalyst is C(Cl)Cl.CCCCCC.CCOC(C)=O.CN(C=O)C. The product is [CH3:24][O:25][C:26](=[O:42])[C:27]([CH3:41])([O:34][C:35]1[CH:36]=[CH:37][CH:38]=[CH:39][CH:40]=1)[CH2:28][C:29]1[S:30][C:31]([C:15](=[O:17])[CH2:14][CH2:13][C:3]2[N:4]=[C:5]([C:7]3[CH:8]=[CH:9][CH:10]=[CH:11][CH:12]=3)[O:6][C:2]=2[CH3:1])=[CH:32][CH:33]=1. The yield is 0.300. (6) The reactants are [C:1]([O:4][CH2:5][C:6](=O)[CH2:7][O:8][C:9](=[O:11])[CH3:10])(=[O:3])[CH3:2].[NH2:13][CH2:14][C:15]([O:17][C:18]([CH3:21])([CH3:20])[CH3:19])=[O:16].C(O[BH-](OC(=O)C)OC(=O)C)(=O)C.[Na+]. No catalyst specified. The product is [C:9]([O:8][CH2:7][CH:6]([NH:13][CH2:14][C:15]([O:17][C:18]([CH3:21])([CH3:20])[CH3:19])=[O:16])[CH2:5][O:4][C:1](=[O:3])[CH3:2])(=[O:11])[CH3:10]. The yield is 0.380. (7) The reactants are [O:1]=[C:2]1[CH:7]=[C:6]([C:8]([O:10][CH3:11])=[O:9])[CH:5]=[CH:4][NH:3]1.C([O-])([O-])=O.[K+].[K+].C1[CH2:22][O:21][CH2:20][CH2:19]1.Br[CH2:24][CH2:25][O:26][CH3:27]. The catalyst is CN(C=O)C. The product is [CH3:22][O:21][CH2:20][CH2:19][N:3]1[CH:4]=[CH:5][C:6]([C:8]([O:10][CH3:11])=[O:9])=[CH:7][C:2]1=[O:1].[CH3:27][O:26][CH2:25][CH2:24][O:1][C:2]1[CH:7]=[C:6]([CH:5]=[CH:4][N:3]=1)[C:8]([O:10][CH3:11])=[O:9]. The yield is 0.440.